Dataset: Full USPTO retrosynthesis dataset with 1.9M reactions from patents (1976-2016). Task: Predict the reactants needed to synthesize the given product. (1) Given the product [CH3:8][C:3]1[CH:4]=[C:5]([CH3:7])[CH:6]=[C:1]([CH3:14])[C:2]=1[S:9]([O-:12])(=[O:11])=[O:10].[NH2:13][N+:24]1[CH:23]=[CH:22][C:17]([C:18]([O:20][CH3:21])=[O:19])=[C:16]([CH3:15])[CH:25]=1, predict the reactants needed to synthesize it. The reactants are: [C:1]1([CH3:14])[CH:6]=[C:5]([CH3:7])[CH:4]=[C:3]([CH3:8])[C:2]=1[S:9]([O:12][NH2:13])(=[O:11])=[O:10].[CH3:15][C:16]1[CH:25]=[N:24][CH:23]=[CH:22][C:17]=1[C:18]([O:20][CH3:21])=[O:19]. (2) Given the product [CH3:1][C:2]1[CH:3]=[N:4][N:5]([CH2:9][C:10]([OH:12])=[O:11])[C:6](=[O:8])[CH:7]=1, predict the reactants needed to synthesize it. The reactants are: [CH3:1][C:2]1[CH:3]=[N:4][N:5]([CH2:9][C:10]([O:12]CC)=[O:11])[C:6](=[O:8])[CH:7]=1.[OH-].[Li+].FC(F)(F)C(O)=O. (3) Given the product [CH3:90][O:89][C:86]1[CH:87]=[CH:88][C:83]([O:82][CH:56]([CH2:57][CH2:58][CH3:59])[CH:55]=[CH2:54])=[CH:84][CH:85]=1, predict the reactants needed to synthesize it. The reactants are: C(N)C1C=CC=CC=1.C(=O)(OCC=CC1C=CC=CC=1)OC.CC1C=CC(C2C(=O)C3C(CC(O)C(O)C3)OC=2)=CC=1.CC1(C)C(C=[CH:54][C:55]2CCC/[C:57](=[CH:58]/[CH:59]=C3/C(C)(C)C4C(N/3CCCCS(O)(=O)=O)=CC=CC=4)/[C:56]=2[O:82][C:83]2[CH:88]=[CH:87][C:86]([O:89][CH2:90]CCCNCC3OC(O)C(N)C(O)C3O)=[CH:85][CH:84]=2)=[N+](CCCCS([O-])(=O)=O)C2C1=CC=CC=2. (4) Given the product [CH:5]1[C:6]([C@H:7]2[CH2:8][O:9][C:10]3[CH:11]=[C:12]([OH:18])[CH:13]=[CH:14][C:15]=3[CH2:16]2)=[CH:1][CH:2]=[C:3]([OH:19])[CH:4]=1, predict the reactants needed to synthesize it. The reactants are: [CH:1]1[C:6]([C:7]2[C:16](=O)[C:15]3[CH:14]=[CH:13][C:12]([OH:18])=[CH:11][C:10]=3[O:9][CH:8]=2)=[CH:5][CH:4]=[C:3]([OH:19])[CH:2]=1. (5) Given the product [C:27]([O:31][C:32](=[O:42])[NH:33][C:34]1[CH:35]=[N:36][CH:37]=[C:38]([C:12]2[CH:11]=[C:10]3[C:15](=[CH:14][CH:13]=2)[N:7]([CH:2]2[CH2:3][CH2:4][CH2:5][CH2:6][O:1]2)[N:8]=[C:9]3[CH:25]=[O:26])[C:39]=1[CH3:40])([CH3:30])([CH3:29])[CH3:28], predict the reactants needed to synthesize it. The reactants are: [O:1]1[CH2:6][CH2:5][CH2:4][CH2:3][CH:2]1[N:7]1[C:15]2[C:10](=[CH:11][C:12](B3OC(C)(C)C(C)(C)O3)=[CH:13][CH:14]=2)[C:9]([CH:25]=[O:26])=[N:8]1.[C:27]([O:31][C:32](=[O:42])[NH:33][C:34]1[CH:35]=[N:36][CH:37]=[C:38](Br)[C:39]=1[CH3:40])([CH3:30])([CH3:29])[CH3:28].P([O-])([O-])([O-])=O.[K+].[K+].[K+].C(OC(=O)N(CC)CC1C=NC=C(C2C=C3C(=CC=2)N(C2CCCCO2)N=C3C=O)C=1C)(C)(C)C.